The task is: Predict the reaction yield, written as a fraction of the theoretical maximum amount of product (1.0 means a 100% yield; for example, 0.34 means a 34% yield).. This data is from Reaction yield outcomes from USPTO patents with 853,638 reactions. (1) The reactants are Br[C:2]([F:9])([F:8])[C:3]([O:5][CH2:6][CH3:7])=[O:4].BrC(Br)C.[CH:14]12[CH2:23][CH:18]3[CH2:19][CH:20]([CH2:22][CH:16]([CH2:17]3)[C:15]1=[O:24])[CH2:21]2.B(OC)(OC)OC.Cl. The catalyst is [Zn].C(OCC)(=O)C.O1CCCC1. The product is [F:8][C:2]([F:9])([C:15]1([OH:24])[CH:16]2[CH2:22][CH:20]3[CH2:19][CH:18]([CH2:23][CH:14]1[CH2:21]3)[CH2:17]2)[C:3]([O:5][CH2:6][CH3:7])=[O:4]. The yield is 0.580. (2) The reactants are [CH3:1][O:2][C:3]([C:5]1[S:6][C:7]([C:27]#[C:28][C:29]([CH3:32])([CH3:31])[CH3:30])=[CH:8][C:9]=1[N:10]([CH:20]1[CH2:25][CH2:24][CH:23](O)[CH2:22][CH2:21]1)[C:11]([CH:13]1[CH2:18][CH2:17][CH:16]([CH3:19])[CH2:15][CH2:14]1)=[O:12])=[O:4].[CH3:33][N:34]1[CH:38]=[N:37][N:36]=[C:35]1[SH:39].C1(P(C2C=CC=CC=2)C2C=CC=CC=2)C=CC=CC=1.CC(OC(/N=N/C(OC(C)C)=O)=O)C.C(N(CC)CC)C. The catalyst is C1COCC1. The product is [CH3:1][O:2][C:3]([C:5]1[S:6][C:7]([C:27]#[C:28][C:29]([CH3:30])([CH3:32])[CH3:31])=[CH:8][C:9]=1[N:10]([C:11]([CH:13]1[CH2:18][CH2:17][CH:16]([CH3:19])[CH2:15][CH2:14]1)=[O:12])[CH:20]1[CH2:25][CH2:24][CH:23]([S:39][C:35]2[N:34]([CH3:33])[CH:38]=[N:37][N:36]=2)[CH2:22][CH2:21]1)=[O:4]. The yield is 0.570. (3) The reactants are [N:1]1[CH:6]=[CH:5][CH:4]=[CH:3][C:2]=1[S:7]([O:10][C:11]1[C:19]([O:20][CH3:21])=[CH:18][C:17]([C:22]2[N:23]([C:33]([O:35][C:36]([CH3:39])([CH3:38])[CH3:37])=[O:34])[C:24]3[C:29]([CH:30]=2)=[CH:28][C:27]([CH:31]=O)=[CH:26][CH:25]=3)=[C:16]2[C:12]=1[CH2:13][NH:14][C:15]2=[O:40])(=[O:9])=[O:8].[NH:41]1[CH2:45][CH2:44][CH2:43][CH2:42]1.C(O)(=O)C.C(O[BH-](OC(=O)C)OC(=O)C)(=O)C.[Na+]. The yield is 0.320. The product is [N:1]1[CH:6]=[CH:5][CH:4]=[CH:3][C:2]=1[S:7]([O:10][C:11]1[C:19]([O:20][CH3:21])=[CH:18][C:17]([C:22]2[N:23]([C:33]([O:35][C:36]([CH3:39])([CH3:38])[CH3:37])=[O:34])[C:24]3[C:29]([CH:30]=2)=[CH:28][C:27]([CH2:31][N:41]2[CH2:45][CH2:44][CH2:43][CH2:42]2)=[CH:26][CH:25]=3)=[C:16]2[C:12]=1[CH2:13][NH:14][C:15]2=[O:40])(=[O:8])=[O:9]. The catalyst is C(#N)C. (4) The reactants are [Br:1][C:2]1[CH:7]=[CH:6][C:5]([C:8]2[CH:13]=[CH:12][C:11]([C:14]([OH:16])=O)=[CH:10][CH:9]=2)=[CH:4][CH:3]=1.[N:17]1([C:23]([O:25][C:26]([CH3:29])([CH3:28])[CH3:27])=[O:24])[CH2:22][CH2:21][NH:20][CH2:19][CH2:18]1.CN(C(ON1N=NC2C=CC=NC1=2)=[N+](C)C)C.F[P-](F)(F)(F)(F)F. The catalyst is CN(C=O)C.O. The product is [Br:1][C:2]1[CH:3]=[CH:4][C:5]([C:8]2[CH:9]=[CH:10][C:11]([C:14]([N:20]3[CH2:19][CH2:18][N:17]([C:23]([O:25][C:26]([CH3:29])([CH3:28])[CH3:27])=[O:24])[CH2:22][CH2:21]3)=[O:16])=[CH:12][CH:13]=2)=[CH:6][CH:7]=1. The yield is 0.830.